From a dataset of Catalyst prediction with 721,799 reactions and 888 catalyst types from USPTO. Predict which catalyst facilitates the given reaction. (1) Reactant: O[CH2:2][CH:3]([C:19]1[CH:20]=[CH:21][CH:22]=[C:23]2[C:28]=1[N:27]=[C:26]([O:29]C)[CH:25]=[CH:24]2)[CH2:4][N:5]1[CH2:10][CH2:9][CH:8]([NH:11][C:12](=[O:18])[O:13][C:14]([CH3:17])([CH3:16])[CH3:15])[CH2:7][CH2:6]1.C(N(C(C)C)CC)(C)C.CS(OS(C)(=O)=O)(=O)=O.ClCCl. Product: [O:29]=[C:26]1[CH:25]=[CH:24][C:23]2[C:28]3=[C:19]([CH:3]([CH2:4][N:5]4[CH2:10][CH2:9][CH:8]([NH:11][C:12](=[O:18])[O:13][C:14]([CH3:15])([CH3:16])[CH3:17])[CH2:7][CH2:6]4)[CH2:2][N:27]13)[CH:20]=[CH:21][CH:22]=2. The catalyst class is: 146. (2) Reactant: [Br:1][C:2]1([CH:13]([C:19]2[CH:24]=[CH:23][CH:22]=[C:21]([Cl:25])[CH:20]=2)[CH2:14][CH2:15][C:16]([OH:18])=[O:17])[C:10]2[C:5](=[CH:6][C:7]([Cl:11])=[CH:8][CH:9]=2)[NH:4][C:3]1=[O:12].[CH3:26]O. Product: [Br:1][C:2]1([CH:13]([C:19]2[CH:24]=[CH:23][CH:22]=[C:21]([Cl:25])[CH:20]=2)[CH2:14][CH2:15][C:16]([O:18][CH3:26])=[O:17])[C:10]2[C:5](=[CH:6][C:7]([Cl:11])=[CH:8][CH:9]=2)[NH:4][C:3]1=[O:12]. The catalyst class is: 65.